Dataset: Catalyst prediction with 721,799 reactions and 888 catalyst types from USPTO. Task: Predict which catalyst facilitates the given reaction. (1) Reactant: Cl[C:2]1[C:7]([C:8]#[N:9])=[CH:6][N:5]=[C:4]2[NH:10][C:11]([C:13]3[CH:18]=[CH:17][C:16]([F:19])=[CH:15][CH:14]=3)=[CH:12][C:3]=12.[NH2:20][CH2:21][C:22]1[C:23]([N:28]([CH3:33])[S:29]([CH3:32])(=[O:31])=[O:30])=[N:24][CH:25]=[CH:26][CH:27]=1.C(N(C(C)C)C(C)C)C. Product: [C:8]([C:7]1[C:2]([NH:20][CH2:21][C:22]2[C:23]([N:28]([CH3:33])[S:29]([CH3:32])(=[O:31])=[O:30])=[N:24][CH:25]=[CH:26][CH:27]=2)=[C:3]2[CH:12]=[C:11]([C:13]3[CH:18]=[CH:17][C:16]([F:19])=[CH:15][CH:14]=3)[NH:10][C:4]2=[N:5][CH:6]=1)#[N:9]. The catalyst class is: 60. (2) Reactant: [NH2:1][C:2]1[CH:9]=[CH:8][C:7]([Cl:10])=[CH:6][C:3]=1[C:4]#[N:5].Cl.Cl[C:13](N)=[NH:14].S1(CCCC1)(=O)=O.CS(C)(=O)=O.[NH3:28]. Product: [Cl:10][C:7]1[CH:6]=[C:3]2[C:2](=[CH:9][CH:8]=1)[N:1]=[C:13]([NH2:14])[N:5]=[C:4]2[NH2:28]. The catalyst class is: 6. (3) Reactant: [CH3:1][C:2]1[C:3]([N+:12]([O-:14])=[O:13])=[C:4]([CH2:8][C:9]([OH:11])=O)[CH:5]=[CH:6][CH:7]=1.C[C:16]1C=CC=[C:18](C)[C:17]=1[N+:23]([O-])=O.C(Cl)(=O)C(Cl)=O. Product: [CH3:1][C:2]1[C:3]([N+:12]([O-:14])=[O:13])=[C:4]([CH2:8][C:9]([NH:23][CH:17]([CH3:18])[CH3:16])=[O:11])[CH:5]=[CH:6][CH:7]=1. The catalyst class is: 120. (4) Reactant: [CH3:1][C:2]1[CH:7]=[CH:6][CH:5]=[CH:4][C:3]=1[C:8](=[O:10])[CH3:9].Cl.[Br:12]Br. Product: [Br:12][CH2:9][C:8]([C:3]1[CH:4]=[CH:5][CH:6]=[CH:7][C:2]=1[CH3:1])=[O:10]. The catalyst class is: 15. (5) Reactant: [CH2:1]([O:8][C:9]([NH:11][C@H:12]([C:27]([O:29][CH3:30])=[O:28])[CH2:13][NH:14][C:15]1[C:20]2[CH:21]=[C:22](Br)[S:23][C:19]=2[C:18]([C:25]#[N:26])=[CH:17][N:16]=1)=[O:10])[C:2]1[CH:7]=[CH:6][CH:5]=[CH:4][CH:3]=1.[C:31]1(B(O)O)[CH:36]=[CH:35][CH:34]=[CH:33][CH:32]=1.C(=O)([O-])[O-].[Cs+].[Cs+].O. Product: [CH2:1]([O:8][C:9]([NH:11][C@H:12]([C:27]([O:29][CH3:30])=[O:28])[CH2:13][NH:14][C:15]1[C:20]2[CH:21]=[C:22]([C:31]3[CH:36]=[CH:35][CH:34]=[CH:33][CH:32]=3)[S:23][C:19]=2[C:18]([C:25]#[N:26])=[CH:17][N:16]=1)=[O:10])[C:2]1[CH:7]=[CH:6][CH:5]=[CH:4][CH:3]=1. The catalyst class is: 203.